From a dataset of Forward reaction prediction with 1.9M reactions from USPTO patents (1976-2016). Predict the product of the given reaction. (1) Given the reactants [NH2:1][C:2]([NH2:4])=[O:3].[H-].[Na+].[C:7]([CH:11]1[CH2:20][CH2:19][C:18]2[N:17]=[C:16]3[S:21][C:22](S(C)(=O)=O)=[N:23][C:15]3=[CH:14][C:13]=2[CH2:12]1)([CH3:10])([CH3:9])[CH3:8], predict the reaction product. The product is: [C:7]([CH:11]1[CH2:20][CH2:19][C:18]2[N:17]=[C:16]3[S:21][C:22]([NH:1][C:2]([NH2:4])=[O:3])=[N:23][C:15]3=[CH:14][C:13]=2[CH2:12]1)([CH3:10])([CH3:8])[CH3:9]. (2) Given the reactants C(ON=O)(C)(C)C.[NH2:8][C:9]1[O:10][C:11]2[C:16]([CH:17]([C:21]3[CH:26]=[CH:25][CH:24]=[CH:23][CH:22]=3)[C:18]=1[C:19]#[N:20])=[CH:15][CH:14]=[C:13](N)[CH:12]=2, predict the reaction product. The product is: [NH2:8][C:9]1[O:10][C:11]2[C:16]([CH:17]([C:21]3[CH:26]=[CH:25][CH:24]=[CH:23][CH:22]=3)[C:18]=1[C:19]#[N:20])=[CH:15][CH:14]=[CH:13][CH:12]=2. (3) Given the reactants [CH2:1]([N:8]=[C:9]=[O:10])[CH2:2][CH2:3][CH2:4][CH2:5][CH2:6][CH3:7].[CH2:11]([O:13][C@@H:14]([CH2:18][C:19]1[CH:24]=[CH:23][C:22]([C:25]2[S:29][C:28]([NH:30][CH3:31])=[N:27][CH:26]=2)=[CH:21][CH:20]=1)[C:15]([O-:17])=[O:16])[CH3:12].Cl[CH2:33]Cl, predict the reaction product. The product is: [CH2:11]([O:13][C@@H:14]([CH2:18][C:19]1[CH:20]=[CH:21][C:22]([C:25]2[S:29][C:28]([N:30]([CH3:31])[C:9]([NH:8][CH2:1][CH2:2][CH2:3][CH2:4][CH2:5][CH2:6][CH3:7])=[O:10])=[N:27][CH:26]=2)=[CH:23][CH:24]=1)[C:15]([O:17][CH3:33])=[O:16])[CH3:12]. (4) Given the reactants [S:1]([C:5]1[CH:13]=[CH:12][CH:11]=[C:7]([C:8]([OH:10])=[O:9])[C:6]=1[C:14]([OH:16])=[O:15])([OH:4])(=[O:3])=[O:2].[OH-].[Ca+2:18].[OH-], predict the reaction product. The product is: [S:1]([C:5]1[CH:13]=[CH:12][CH:11]=[C:7]([C:8]([O-:10])=[O:9])[C:6]=1[C:14]([O-:16])=[O:15])([OH:4])(=[O:3])=[O:2].[Ca+2:18]. (5) Given the reactants Br[C:2]1[C:14]2[C:13]3[C:8](=[CH:9][C:10]([C:15]([OH:18])([CH3:17])[CH3:16])=[CH:11][CH:12]=3)[NH:7][C:6]=2[C:5]([C:19]([NH2:21])=[O:20])=[CH:4][C:3]=1[Cl:22].[Cl:23][C:24]1[C:29](B2OC(C)(C)C(C)(C)O2)=[CH:28][CH:27]=[CH:26][C:25]=1/[N:39]=[C:40]1/[C:41]2[CH:51]=[CH:50][CH:49]=[CH:48][C:42]=2[N:43]([CH3:47])[C:44](=[O:46])[O:45]/1.CCO.C([O-])([O-])=O.[Na+].[Na+], predict the reaction product. The product is: [Cl:22][C:3]1[CH:4]=[C:5]([C:19]([NH2:21])=[O:20])[C:6]2[NH:7][C:8]3[C:13]([C:14]=2[C:2]=1[C:29]1[CH:28]=[CH:27][CH:26]=[C:25]([N:39]2[C:40](=[O:45])[C:41]4[C:42](=[CH:48][CH:49]=[CH:50][CH:51]=4)[N:43]([CH3:47])[C:44]2=[O:46])[C:24]=1[Cl:23])=[CH:12][CH:11]=[C:10]([C:15]([OH:18])([CH3:17])[CH3:16])[CH:9]=3. (6) Given the reactants [H-].[Na+].[CH:3]1[C:13]2[CH2:12][O:11][C:10]3[CH:14]=[CH:15][CH:16]=[CH:17][C:9]=3[NH:8][C:7]=2[CH:6]=[CH:5][CH:4]=1.Cl[C@@H:19]1[CH2:25][CH2:24][CH2:23][CH2:22][N:21]([CH2:26][CH2:27][C:28]2[CH:33]=[CH:32][C:31]([N:34]([CH3:36])[CH3:35])=[CH:30][CH:29]=2)[CH2:20]1, predict the reaction product. The product is: [CH3:36][N:34]([CH3:35])[C:31]1[CH:30]=[CH:29][C:28]([CH2:27][CH2:26][N:21]2[CH2:22][CH2:23][CH2:24][CH2:25][C@@H:20]2[CH2:19][N:8]2[C:7]3[CH:6]=[CH:5][CH:4]=[CH:3][C:13]=3[CH2:12][O:11][C:10]3[CH:14]=[CH:15][CH:16]=[CH:17][C:9]2=3)=[CH:33][CH:32]=1. (7) Given the reactants C(O[C:4]([CH:6]1[CH:10]([OH:11])[CH2:9][N:8]([C:12]2[C:21]3[C:16](=[CH:17][C:18]([O:24][CH3:25])=[C:19]([O:22][CH3:23])[CH:20]=3)[N:15]=[CH:14][N:13]=2)[CH2:7]1)=O)C.C(O[C:29]([CH:31]1C(O)CN(C(OC(C)(C)C)=O)[CH2:32]1)=O)C.[C:44](O)([C:46](F)(F)F)=O.[CH2:51](Cl)Cl, predict the reaction product. The product is: [CH2:6]([C:10]1([OH:11])[CH2:51][CH2:7][N:8]([C:12]2[C:21]3[C:16](=[CH:17][C:18]([O:24][CH3:25])=[C:19]([O:22][CH3:23])[CH:20]=3)[N:15]=[CH:14][N:13]=2)[CH2:9]1)[C:4]1[CH:46]=[CH:44][CH:32]=[CH:31][CH:29]=1. (8) Given the reactants Br[C:2]1[CH:3]=[CH:4][C:5]([O:14][CH3:15])=[C:6]([CH:13]=1)[O:7][C@H:8]1[CH2:12][CH2:11][O:10][CH2:9]1.C([Li])CCC.C[O:22][B:23](OC)[O:24]C, predict the reaction product. The product is: [CH3:15][O:14][C:5]1[CH:4]=[CH:3][C:2]([B:23]([OH:24])[OH:22])=[CH:13][C:6]=1[O:7][C@H:8]1[CH2:12][CH2:11][O:10][CH2:9]1.